Dataset: Full USPTO retrosynthesis dataset with 1.9M reactions from patents (1976-2016). Task: Predict the reactants needed to synthesize the given product. (1) Given the product [C:51]([N:54]1[CH2:59][CH2:58][N:57]([C:23]([C@H:20]2[CH2:21][CH2:22][C@H:17]([CH2:16][N:11]3[C:10]4[CH:26]=[C:6]([NH:5][CH2:4][CH2:3][O:2][CH3:1])[CH:7]=[CH:8][C:9]=4[N:13]([CH3:14])[C:12]3=[O:15])[CH2:18][CH2:19]2)=[O:24])[CH2:56][CH2:55]1)(=[O:53])[CH3:52], predict the reactants needed to synthesize it. The reactants are: [CH3:1][O:2][CH2:3][CH2:4][NH:5][C:6]1[CH:7]=[CH:8][C:9]2[N:13]([CH3:14])[C:12](=[O:15])[N:11]([CH2:16][C@H:17]3[CH2:22][CH2:21][C@H:20]([C:23](O)=[O:24])[CH2:19][CH2:18]3)[C:10]=2[CH:26]=1.CN(C(ON1N=NC2C=CC=NC1=2)=[N+](C)C)C.F[P-](F)(F)(F)(F)F.[C:51]([N:54]1[CH2:59][CH2:58][NH:57][CH2:56][CH2:55]1)(=[O:53])[CH3:52]. (2) Given the product [F:29][C:26]1[CH:25]=[CH:24][C:23]([C:19]2[C:18]3[C:22](=[C:14](/[CH:4]=[CH:3]/[C@@H:2]([NH:5][C:6](=[O:12])[O:7][C:8]([CH3:11])([CH3:10])[CH3:9])[CH3:1])[CH:15]=[CH:16][CH:17]=3)[NH:21][N:20]=2)=[CH:28][CH:27]=1, predict the reactants needed to synthesize it. The reactants are: [CH3:1][C@H:2]([NH:5][C:6](=[O:12])[O:7][C:8]([CH3:11])([CH3:10])[CH3:9])[CH:3]=[CH2:4].Br[C:14]1[CH:15]=[CH:16][CH:17]=[C:18]2[C:22]=1[NH:21][N:20]=[C:19]2[C:23]1[CH:28]=[CH:27][C:26]([F:29])=[CH:25][CH:24]=1. (3) Given the product [O-:34][N+:6]1[C:7]2[C:2](=[CH:1][CH:10]=[CH:9][CH:8]=2)[C:3]2[N:13]3[C@@H:14]([CH2:18][CH2:19][CH2:20][NH:21][C:22](=[O:28])[O:23][C:24]([CH3:25])([CH3:27])[CH3:26])[CH2:15][O:16][CH2:17][C:12]3=[N:11][C:4]=2[CH:5]=1, predict the reactants needed to synthesize it. The reactants are: [CH:1]1[CH:10]=[CH:9][CH:8]=[C:7]2[C:2]=1[C:3]1[N:13]3[C@@H:14]([CH2:18][CH2:19][CH2:20][NH:21][C:22](=[O:28])[O:23][C:24]([CH3:27])([CH3:26])[CH3:25])[CH2:15][O:16][CH2:17][C:12]3=[N:11][C:4]=1[CH:5]=[N:6]2.ClC1C=C(C=CC=1)C(OO)=[O:34].C([O-])([O-])=O.[Na+].[Na+]. (4) Given the product [N+:13]([C:11]1[CH:10]=[CH:9][C:8]([OH:16])=[C:7]([N:6]2[CH:5]=[CH:4][CH:3]=[CH:2]2)[CH:12]=1)([O-:15])=[O:14], predict the reactants needed to synthesize it. The reactants are: O1[CH:5]=[CH:4][CH:3]=[CH:2]1.[NH2:6][C:7]1[CH:12]=[C:11]([N+:13]([O-:15])=[O:14])[CH:10]=[CH:9][C:8]=1[OH:16].C(O)(=O)C. (5) Given the product [C:39]([O:43][C:44](=[O:53])[NH:45][C:46]1[CH:47]=[CH:48][C:49]([O:27][CH2:26][CH2:25][CH2:24][O:23][C:22]2[C:21]([Cl:20])=[CH:31][C:30]([O:32][CH2:33][CH:34]=[C:35]([Cl:37])[Cl:36])=[CH:29][C:28]=2[Cl:38])=[CH:50][CH:51]=1)([CH3:42])([CH3:40])[CH3:41], predict the reactants needed to synthesize it. The reactants are: C1(P(C2C=CC=CC=2)C2C=CC=CC=2)C=CC=CC=1.[Cl:20][C:21]1[CH:31]=[C:30]([O:32][CH2:33][CH:34]=[C:35]([Cl:37])[Cl:36])[CH:29]=[C:28]([Cl:38])[C:22]=1[O:23][CH2:24][CH2:25][CH2:26][OH:27].[C:39]([O:43][C:44](=[O:53])[NH:45][C:46]1[CH:51]=[CH:50][C:49](O)=[CH:48][CH:47]=1)([CH3:42])([CH3:41])[CH3:40]. (6) Given the product [F:30][C:16]1[CH:17]=[C:18]2[C:13](=[CH:14][CH:15]=1)[N:12]=[C:11]([CH:9]([NH:8][C:6](=[O:7])[O:5][C:1]([CH3:3])([CH3:4])[CH3:2])[CH3:10])[C:20]([C:21]1[CH:22]=[CH:23][CH:24]=[CH:25][CH:26]=1)=[C:19]2[CH2:27][OH:28], predict the reactants needed to synthesize it. The reactants are: [C:1]([O:5][C:6]([NH:8][CH:9]([C:11]1[C:20]([C:21]2[CH:26]=[CH:25][CH:24]=[CH:23][CH:22]=2)=[C:19]([C:27](O)=[O:28])[C:18]2[C:13](=[CH:14][CH:15]=[C:16]([F:30])[CH:17]=2)[N:12]=1)[CH3:10])=[O:7])([CH3:4])([CH3:3])[CH3:2].CCN(CC)CC.[BH4-].[Na+]. (7) Given the product [CH2:1]([O:8][C:9]1[CH:10]=[CH:11][C:12]([C:15]2[CH:20]=[C:19]([O:21][S:45]([C:44]([F:57])([F:56])[F:43])(=[O:47])=[O:46])[CH:18]=[C:17]([C:22]3[CH:27]=[CH:26][C:25]([O:28][CH2:29][C:30]4[CH:35]=[CH:34][CH:33]=[CH:32][CH:31]=4)=[CH:24][CH:23]=3)[CH:16]=2)=[CH:13][CH:14]=1)[C:2]1[CH:3]=[CH:4][CH:5]=[CH:6][CH:7]=1, predict the reactants needed to synthesize it. The reactants are: [CH2:1]([O:8][C:9]1[CH:14]=[CH:13][C:12]([C:15]2[CH:20]=[C:19]([OH:21])[CH:18]=[C:17]([C:22]3[CH:27]=[CH:26][C:25]([O:28][CH2:29][C:30]4[CH:35]=[CH:34][CH:33]=[CH:32][CH:31]=4)=[CH:24][CH:23]=3)[CH:16]=2)=[CH:11][CH:10]=1)[C:2]1[CH:7]=[CH:6][CH:5]=[CH:4][CH:3]=1.C(N(CC)CC)C.[F:43][C:44]([F:57])([F:56])[S:45](O[S:45]([C:44]([F:57])([F:56])[F:43])(=[O:47])=[O:46])(=[O:47])=[O:46].